This data is from Blood-brain barrier permeability classification from the B3DB database. The task is: Regression/Classification. Given a drug SMILES string, predict its absorption, distribution, metabolism, or excretion properties. Task type varies by dataset: regression for continuous measurements (e.g., permeability, clearance, half-life) or binary classification for categorical outcomes (e.g., BBB penetration, CYP inhibition). Dataset: b3db_classification. The molecule is NC(Cn1ccc(=O)c(O)c1)C(=O)O. The result is 0 (does not penetrate BBB).